Dataset: Choline transporter screen with 302,306 compounds. Task: Binary Classification. Given a drug SMILES string, predict its activity (active/inactive) in a high-throughput screening assay against a specified biological target. (1) The drug is Clc1ccc(C2(O)N(N=C(C2)C(OC)=O)C(=O)c2ccc(cc2)C)cc1. The result is 0 (inactive). (2) The compound is O=C1N(C(=O)C2C3C4C(C(C12)C=C3)C(=O)N(C4=O)CCCC(O)=O)CCCC(O)=O. The result is 0 (inactive).